This data is from Reaction yield outcomes from USPTO patents with 853,638 reactions. The task is: Predict the reaction yield, written as a fraction of the theoretical maximum amount of product (1.0 means a 100% yield; for example, 0.34 means a 34% yield). (1) The reactants are Cl[C:2]1[N:3]=[C:4]([N:21]2[CH2:26][CH2:25][O:24][CH2:23][CH2:22]2)[C:5]2[S:10][C:9]([CH2:11][N:12]3[CH2:17][CH2:16][CH:15]([N:18]([CH3:20])[CH3:19])[CH2:14][CH2:13]3)=[CH:8][C:6]=2[N:7]=1.[N:27]1[C:31]2[CH:32]=[CH:33][CH:34]=[CH:35][C:30]=2[NH:29][CH:28]=1.Cl. The catalyst is O1CCOCC1. The product is [N:27]1([C:2]2[N:3]=[C:4]([N:21]3[CH2:22][CH2:23][O:24][CH2:25][CH2:26]3)[C:5]3[S:10][C:9]([CH2:11][N:12]4[CH2:13][CH2:14][CH:15]([N:18]([CH3:20])[CH3:19])[CH2:16][CH2:17]4)=[CH:8][C:6]=3[N:7]=2)[C:31]2[CH:32]=[CH:33][CH:34]=[CH:35][C:30]=2[N:29]=[CH:28]1. The yield is 0.630. (2) The reactants are C(O[C:9]([N:11]1[CH2:16][CH2:15][N:14]([C:17]([O:19][CH2:20][C:21]2[CH:26]=[CH:25][CH:24]=[CH:23][CH:22]=2)=[O:18])[CH2:13][CH:12]1[C:27]([OH:29])=O)=[O:10])C1C=CC=CC=1.B.C1COCC1.C([O-])([O-])=O.[K+].[K+]. The catalyst is C1COCC1. The product is [O:10]=[C:9]1[N:11]2[CH2:16][CH2:15][N:14]([C:17]([O:19][CH2:20][C:21]3[CH:22]=[CH:23][CH:24]=[CH:25][CH:26]=3)=[O:18])[CH2:13][CH:12]2[CH2:27][O:29]1. The yield is 0.780. (3) The reactants are [C:1]([NH:8][CH2:9][CH:10]([OH:20])[CH2:11][NH:12][C:13]([O:15][C:16]([CH3:19])([CH3:18])[CH3:17])=[O:14])([O:3][C:4]([CH3:7])([CH3:6])[CH3:5])=[O:2].C(N(CC)CC)C.[CH3:28][S:29](Cl)(=[O:31])=[O:30].O. The catalyst is C(Cl)Cl. The product is [C:13]([NH:12][CH2:11][CH:10]([O:20][S:29]([CH3:28])(=[O:31])=[O:30])[CH2:9][NH:8][C:1]([O:3][C:4]([CH3:7])([CH3:6])[CH3:5])=[O:2])([O:15][C:16]([CH3:19])([CH3:18])[CH3:17])=[O:14]. The yield is 0.620. (4) The reactants are Br[C:2]1[CH:3]=[C:4]([NH:10][C:11]2[N:19]=[C:18]3[C:14]([NH:15][C:16](=[O:26])[N:17]3[CH:20]3[CH2:25][CH2:24][CH2:23][CH2:22][CH2:21]3)=[CH:13][N:12]=2)[C:5]([O:8][CH3:9])=[N:6][CH:7]=1.CC1(C)C(C)(C)OB([C:35]2[CH:36]=[N:37][NH:38][CH:39]=2)O1.C(=O)([O-])[O-].[Cs+].[Cs+]. The catalyst is O1CCOCC1. The product is [CH:20]1([N:17]2[C:16](=[O:26])[NH:15][C:14]3[C:18]2=[N:19][C:11]([NH:10][C:4]2[C:5]([O:8][CH3:9])=[N:6][CH:7]=[C:2]([C:35]4[CH:36]=[N:37][NH:38][CH:39]=4)[CH:3]=2)=[N:12][CH:13]=3)[CH2:25][CH2:24][CH2:23][CH2:22][CH2:21]1. The yield is 0.630. (5) The reactants are ClC(N(C)C)=C(C)C.[CH3:9][O:10][C:11]1[CH:12]=[C:13]([CH:17]=[CH:18][CH:19]=1)[C:14]([OH:16])=O.[NH2:20][C:21]1[N:25](C(OC(C)(C)C)=O)[N:24]=[C:23]([CH2:33][CH2:34][C:35]2[CH:40]=[C:39]([O:41][CH3:42])[CH:38]=[C:37]([O:43][CH3:44])[CH:36]=2)[CH:22]=1.N1C=CC=CC=1.C(O)(C(F)(F)F)=O. The catalyst is C(Cl)Cl. The product is [CH3:42][O:41][C:39]1[CH:40]=[C:35]([CH2:34][CH2:33][C:23]2[NH:24][N:25]=[C:21]([NH:20][C:14](=[O:16])[C:13]3[CH:17]=[CH:18][CH:19]=[C:11]([O:10][CH3:9])[CH:12]=3)[CH:22]=2)[CH:36]=[C:37]([O:43][CH3:44])[CH:38]=1. The yield is 0.590.